From a dataset of NCI-60 drug combinations with 297,098 pairs across 59 cell lines. Regression. Given two drug SMILES strings and cell line genomic features, predict the synergy score measuring deviation from expected non-interaction effect. (1) Cell line: UO-31. Synergy scores: CSS=11.8, Synergy_ZIP=-4.87, Synergy_Bliss=4.00, Synergy_Loewe=-4.55, Synergy_HSA=2.34. Drug 1: C1CN1C2=NC(=NC(=N2)N3CC3)N4CC4. Drug 2: C1C(C(OC1N2C=NC3=C2NC=NCC3O)CO)O. (2) Drug 1: C1CN1C2=NC(=NC(=N2)N3CC3)N4CC4. Drug 2: CC1=C(C(=O)C2=C(C1=O)N3CC4C(C3(C2COC(=O)N)OC)N4)N. Cell line: COLO 205. Synergy scores: CSS=52.9, Synergy_ZIP=-2.91, Synergy_Bliss=-2.75, Synergy_Loewe=3.79, Synergy_HSA=5.30. (3) Drug 1: C1CCC(C1)C(CC#N)N2C=C(C=N2)C3=C4C=CNC4=NC=N3. Drug 2: CC12CCC(CC1=CCC3C2CCC4(C3CC=C4C5=CN=CC=C5)C)O. Cell line: COLO 205. Synergy scores: CSS=2.55, Synergy_ZIP=10.6, Synergy_Bliss=15.1, Synergy_Loewe=3.53, Synergy_HSA=5.61. (4) Drug 1: C1C(C(OC1N2C=NC3=C(N=C(N=C32)Cl)N)CO)O. Drug 2: CS(=O)(=O)CCNCC1=CC=C(O1)C2=CC3=C(C=C2)N=CN=C3NC4=CC(=C(C=C4)OCC5=CC(=CC=C5)F)Cl. Cell line: MOLT-4. Synergy scores: CSS=43.7, Synergy_ZIP=-6.72, Synergy_Bliss=-11.5, Synergy_Loewe=-34.7, Synergy_HSA=-10.5. (5) Drug 2: C1=C(C(=O)NC(=O)N1)F. Synergy scores: CSS=44.2, Synergy_ZIP=-14.0, Synergy_Bliss=-14.2, Synergy_Loewe=-19.0, Synergy_HSA=-7.62. Cell line: MDA-MB-435. Drug 1: CCC1=CC2CC(C3=C(CN(C2)C1)C4=CC=CC=C4N3)(C5=C(C=C6C(=C5)C78CCN9C7C(C=CC9)(C(C(C8N6C)(C(=O)OC)O)OC(=O)C)CC)OC)C(=O)OC.C(C(C(=O)O)O)(C(=O)O)O. (6) Drug 1: C1CN1C2=NC(=NC(=N2)N3CC3)N4CC4. Drug 2: N.N.Cl[Pt+2]Cl. Cell line: NCI/ADR-RES. Synergy scores: CSS=70.0, Synergy_ZIP=-4.13, Synergy_Bliss=-4.87, Synergy_Loewe=1.21, Synergy_HSA=4.44. (7) Drug 1: CC1=C(C(=CC=C1)Cl)NC(=O)C2=CN=C(S2)NC3=CC(=NC(=N3)C)N4CCN(CC4)CCO. Drug 2: CC12CCC3C(C1CCC2OP(=O)(O)O)CCC4=C3C=CC(=C4)OC(=O)N(CCCl)CCCl.[Na+]. Cell line: MDA-MB-231. Synergy scores: CSS=20.0, Synergy_ZIP=-3.19, Synergy_Bliss=-0.800, Synergy_Loewe=-25.9, Synergy_HSA=-0.764.